The task is: Predict the reactants needed to synthesize the given product.. This data is from Full USPTO retrosynthesis dataset with 1.9M reactions from patents (1976-2016). The reactants are: Br[C:2]1[CH:3]=[CH:4][C:5]([CH3:21])=[C:6]([CH:20]=1)[CH2:7][C:8]1[S:9][C:10]([C:13]2[CH:18]=[CH:17][C:16]([F:19])=[CH:15][CH:14]=2)=[CH:11][CH:12]=1.[I-:22].[Na+].CNCCNC.COCCOCCOC. Given the product [I:22][C:2]1[CH:3]=[CH:4][C:5]([CH3:21])=[C:6]([CH:20]=1)[CH2:7][C:8]1[S:9][C:10]([C:13]2[CH:18]=[CH:17][C:16]([F:19])=[CH:15][CH:14]=2)=[CH:11][CH:12]=1, predict the reactants needed to synthesize it.